From a dataset of Forward reaction prediction with 1.9M reactions from USPTO patents (1976-2016). Predict the product of the given reaction. Given the reactants [OH:1][C:2]1([CH2:12][NH:13][C:14]([C:16]2[C:17]3[CH:18]=[CH:19][C:20](Cl)=[N:21][C:22]=3[CH:23]=[CH:24][C:25]=2[Cl:26])=[O:15])[CH2:7][CH2:6][CH2:5][CH:4]([C:8]([F:11])([F:10])[F:9])[CH2:3]1.CCN(C(C)C)C(C)C.[CH3:37][N:38]([CH3:44])[C@@H:39]1[CH2:43][CH2:42][NH:41][CH2:40]1, predict the reaction product. The product is: [OH:1][C:2]1([CH2:12][NH:13][C:14]([C:16]2[C:17]3[CH:18]=[CH:19][C:20]([N:41]4[CH2:42][CH2:43][C@@H:39]([N:38]([CH3:44])[CH3:37])[CH2:40]4)=[N:21][C:22]=3[CH:23]=[CH:24][C:25]=2[Cl:26])=[O:15])[CH2:7][CH2:6][CH2:5][CH:4]([C:8]([F:9])([F:10])[F:11])[CH2:3]1.